This data is from HIV replication inhibition screening data with 41,000+ compounds from the AIDS Antiviral Screen. The task is: Binary Classification. Given a drug SMILES string, predict its activity (active/inactive) in a high-throughput screening assay against a specified biological target. (1) The drug is Cl.NCCCNCCSSCCCCS(=O)O. The result is 0 (inactive). (2) The molecule is Cc1ccc(Nc2nc(O)c3nc[nH]c3n2)cc1CO. The result is 0 (inactive). (3) The compound is CCC(Cl)=NOC(=O)Nc1ccccc1OC(F)(F)F. The result is 0 (inactive). (4) The molecule is O=[N+]([O-])C(=C1NCCO1)C(Cl)=C(Cl)Cl. The result is 0 (inactive). (5) The molecule is O=C(CC(=O)N(C(=O)C=Cc1ccccc1)c1ccc(Cl)cc1)N1N=C(c2ccccc2)C(N=Nc2cccc([N+](=O)[O-])c2)C1=O. The result is 0 (inactive). (6) The compound is CC(=O)c1sc(NC=C2C(=O)Oc3ccccc3C2=O)nc1C.Cl. The result is 0 (inactive).